This data is from Forward reaction prediction with 1.9M reactions from USPTO patents (1976-2016). The task is: Predict the product of the given reaction. (1) Given the reactants [CH2:1]([NH:8][C:9]([CH3:14])([CH2:11][CH:12]=[CH2:13])[CH3:10])[C:2]1[CH:7]=[CH:6][CH:5]=[CH:4][CH:3]=1.C(=O)([O-])[O-].[K+].[K+].Br[CH2:22][C:23](=[CH2:29])[C:24]([O:26][CH2:27][CH3:28])=[O:25], predict the reaction product. The product is: [CH2:1]([N:8]([CH2:29][C:23](=[CH2:22])[C:24]([O:26][CH2:27][CH3:28])=[O:25])[C:9]([CH3:14])([CH2:11][CH:12]=[CH2:13])[CH3:10])[C:2]1[CH:7]=[CH:6][CH:5]=[CH:4][CH:3]=1. (2) The product is: [CH2:8]([C:6]1[CH:5]=[CH:4][N:3]=[C:2]([NH:58][C:59]2[CH:60]=[C:61]([C:66]3[N:67]=[N:68][N:69]([CH:71]([C:73]4[CH:82]=[CH:81][C:76]([C:77]([OH:79])=[O:78])=[CH:75][CH:74]=4)[CH3:72])[CH:70]=3)[CH:62]=[C:63]([CH3:65])[CH:64]=2)[CH:7]=1)[CH3:9]. Given the reactants Br[C:2]1[CH:7]=[C:6]([CH2:8][CH3:9])[CH:5]=[CH:4][N:3]=1.CC1(C)C2C(=C(P(C3C=CC=CC=3)C3C=CC=CC=3)C=CC=2)OC2C(P(C3C=CC=CC=3)C3C=CC=CC=3)=CC=CC1=2.C(=O)([O-])[O-].[K+].[K+].[NH2:58][C:59]1[CH:60]=[C:61]([C:66]2[N:67]=[N:68][N:69]([CH:71]([C:73]3[CH:82]=[CH:81][C:76]([C:77]([O:79]C)=[O:78])=[CH:75][CH:74]=3)[CH3:72])[CH:70]=2)[CH:62]=[C:63]([CH3:65])[CH:64]=1.[OH-].[K+], predict the reaction product. (3) Given the reactants [C:1]1([CH3:9])[CH:6]=[CH:5][C:4]([S:7][CH3:8])=[CH:3][CH:2]=1.[Cl:10]N1C(=O)CCC1=O, predict the reaction product. The product is: [Cl:10][CH2:8][S:7][C:4]1[CH:5]=[CH:6][C:1]([CH3:9])=[CH:2][CH:3]=1. (4) Given the reactants Br[C:2]1[CH:7]=[C:6]([F:8])[C:5]([F:9])=[C:4]([N+:10]([O-])=O)[C:3]=1Br.C(N(CC)CC)C.[H][H].BrC1C(Br)=CC(F)=C(F)C=1N, predict the reaction product. The product is: [F:9][C:5]1[C:6]([F:8])=[CH:7][CH:2]=[CH:3][C:4]=1[NH2:10]. (5) Given the reactants [Br:1][C:2]1[CH:10]=[CH:9][C:5]([C:6]([OH:8])=[O:7])=[CH:4][C:3]=1[OH:11].[O:12]1[CH:17]=[CH:16][CH2:15][CH2:14][CH2:13]1.CC1C=CC(S([O-])(=O)=O)=CC=1.C1C=C[NH+]=CC=1, predict the reaction product. The product is: [Br:1][C:2]1[CH:10]=[CH:9][C:5]([C:6]([OH:8])=[O:7])=[CH:4][C:3]=1[O:11][CH:13]1[CH2:14][CH2:15][CH2:16][CH2:17][O:12]1.[Br:1][C:2]1[CH:10]=[CH:9][C:5]([C:6]([OH:8])=[O:7])=[CH:4][C:3]=1[O:11][CH:13]1[CH2:14][CH2:15][CH2:16][CH2:17][O:12]1. (6) Given the reactants [F:1][C:2]1[CH:7]=[CH:6][CH:5]=[CH:4][C:3]=1[NH:8][N:9]=[CH:10][CH:11]=O.[CH3:13][C:14]1([CH3:22])[O:19][C:18](=[O:20])[CH2:17][C:16](=[O:21])[O:15]1, predict the reaction product. The product is: [F:1][C:2]1[CH:7]=[CH:6][CH:5]=[CH:4][C:3]=1[NH:8][N:9]=[CH:10][CH:11]=[C:17]1[C:18](=[O:20])[O:19][C:14]([CH3:22])([CH3:13])[O:15][C:16]1=[O:21].